From a dataset of Full USPTO retrosynthesis dataset with 1.9M reactions from patents (1976-2016). Predict the reactants needed to synthesize the given product. (1) Given the product [Br:1][C:2]1[CH:7]=[CH:6][CH:5]=[C:4]2[C:3]=1[CH:11]=[CH:12][NH:8]2, predict the reactants needed to synthesize it. The reactants are: [Br:1][C:2]1[CH:7]=[CH:6][CH:5]=[C:4]([N+:8]([O-])=O)[C:3]=1[CH3:11].[CH3:12]OC(OC)N(C)C.N1CCCC1.O. (2) Given the product [S:1]1[CH:5]=[CH:4][C:3]2[C:6]([N:10]3[CH2:11][CH2:12][N:13]([CH2:16][CH2:17][CH2:18][CH2:19][O:20][C:21]4[CH:30]=[C:29]5[C:24]([CH:25]=[CH:26][C:27]([O:31][CH2:54][O:53][CH2:45][C:46]6[CH:47]=[CH:48][CH:49]=[CH:50][CH:51]=6)=[N:28]5)=[CH:23][CH:22]=4)[CH2:14][CH2:15]3)=[CH:7][CH:8]=[CH:9][C:2]1=2, predict the reactants needed to synthesize it. The reactants are: [S:1]1[CH:5]=[CH:4][C:3]2[C:6]([N:10]3[CH2:15][CH2:14][N:13]([CH2:16][CH2:17][CH2:18][CH2:19][O:20][C:21]4[CH:30]=[C:29]5[C:24]([CH:25]=[CH:26][C:27](=[O:31])[NH:28]5)=[CH:23][CH:22]=4)[CH2:12][CH2:11]3)=[CH:7][CH:8]=[CH:9][C:2]1=2.[H-].[Na+].[CH2:45](C(OC(Cl)[CH2:45][C:46]1[CH:51]=[CH:50][CH:49]=[CH:48][CH:47]=1)Cl)[C:46]1[CH:51]=[CH:50][CH:49]=[CH:48][CH:47]=1.[O:53]1CCC[CH2:54]1. (3) Given the product [CH3:19][C:16]1[CH:17]=[CH:18][C:13]([C:11]2[CH:10]=[C:5]([CH:4]=[C:3]([C:1]3[N:25]([CH2:24][Si:21]([CH3:23])([CH3:22])[CH3:20])[N:26]=[N:27][CH:2]=3)[CH:12]=2)[C:6]([O:8][CH3:9])=[O:7])=[N:14][CH:15]=1, predict the reactants needed to synthesize it. The reactants are: [C:1]([C:3]1[CH:4]=[C:5]([CH:10]=[C:11]([C:13]2[CH:18]=[CH:17][C:16]([CH3:19])=[CH:15][N:14]=2)[CH:12]=1)[C:6]([O:8][CH3:9])=[O:7])#[CH:2].[CH3:20][Si:21]([CH2:24][N:25]=[N+:26]=[N-:27])([CH3:23])[CH3:22]. (4) Given the product [N+:22]([C:25]1[CH:30]=[CH:29][C:28]([O:11][C:10](=[O:12])[C@H:9]([NH:8][C:6]([O:5][C:1]([CH3:4])([CH3:2])[CH3:3])=[O:7])[CH2:13][C:14]2[CH:19]=[C:18]([F:20])[CH:17]=[CH:16][C:15]=2[F:21])=[CH:27][CH:26]=1)([O-:24])=[O:23], predict the reactants needed to synthesize it. The reactants are: [C:1]([O:5][C:6]([NH:8][C@H:9]([CH2:13][C:14]1[CH:19]=[C:18]([F:20])[CH:17]=[CH:16][C:15]=1[F:21])[C:10]([OH:12])=[O:11])=[O:7])([CH3:4])([CH3:3])[CH3:2].[N+:22]([C:25]1[CH:30]=[CH:29][C:28](O)=[CH:27][CH:26]=1)([O-:24])=[O:23]. (5) Given the product [F:73][C:68]1[CH:67]=[C:66]([C@@H:62]([NH:61][C:43](=[O:45])/[C:42](=[CH:46]/[C:47]2[CH:52]=[CH:51][C:50]([N:53]3[CH:57]=[C:56]([CH3:58])[N:55]=[CH:54]3)=[C:49]([F:59])[CH:48]=2)/[CH2:41][CH2:40][CH2:39][Cl:38])[C@H:63]([OH:65])[CH3:64])[CH:71]=[CH:70][C:69]=1[F:72], predict the reactants needed to synthesize it. The reactants are: CCN(C(C)C)C(C)C.CCN=C=NCCCN(C)C.C1C=CC2N(O)N=NC=2C=1.FC(F)(F)C(O)=O.[Cl:38][CH2:39][CH2:40][CH2:41]/[C:42](=[CH:46]\[C:47]1[CH:52]=[CH:51][C:50]([N:53]2[CH:57]=[C:56]([CH3:58])[N:55]=[CH:54]2)=[C:49]([F:59])[CH:48]=1)/[C:43]([OH:45])=O.Cl.[NH2:61][C@H:62]([C:66]1[CH:71]=[CH:70][C:69]([F:72])=[C:68]([F:73])[CH:67]=1)[C@H:63]([OH:65])[CH3:64]. (6) The reactants are: [C:1]([CH:3]=[CH:4][CH2:5][N:6]1[CH2:11][CH2:10][N:9]([C:12]([O:14][C:15]([CH3:18])([CH3:17])[CH3:16])=[O:13])[CH2:8][CH:7]1[CH2:19][O:20][CH3:21])#[N:2].[NH:22]1[CH:26]=[C:25]([C:27]2[C:28]3[CH:35]=[CH:34][N:33]([CH2:36][O:37][CH2:38][CH2:39][Si:40]([CH3:43])([CH3:42])[CH3:41])[C:29]=3[N:30]=[CH:31][N:32]=2)[CH:24]=[N:23]1.CN(C=O)C.C(=O)([O-])[O-].[K+].[K+]. Given the product [C:1]([CH2:3][CH:4]([N:22]1[CH:26]=[C:25]([C:27]2[C:28]3[CH:35]=[CH:34][N:33]([CH2:36][O:37][CH2:38][CH2:39][Si:40]([CH3:43])([CH3:42])[CH3:41])[C:29]=3[N:30]=[CH:31][N:32]=2)[CH:24]=[N:23]1)[CH2:5][N:6]1[CH2:11][CH2:10][N:9]([C:12]([O:14][C:15]([CH3:17])([CH3:18])[CH3:16])=[O:13])[CH2:8][CH:7]1[CH2:19][O:20][CH3:21])#[N:2], predict the reactants needed to synthesize it.